This data is from HIV replication inhibition screening data with 41,000+ compounds from the AIDS Antiviral Screen. The task is: Binary Classification. Given a drug SMILES string, predict its activity (active/inactive) in a high-throughput screening assay against a specified biological target. (1) The molecule is NC(=O)NCCCC(NC(=O)OCCCCCn1ccc(=O)[nH]c1=O)C(=O)O. The result is 0 (inactive). (2) The result is 0 (inactive). The compound is O=C(O)CCCCCCCCCCCF. (3) The drug is Nc1ncnc2c1ncn2C1CCC2(CO)CC12. The result is 0 (inactive). (4) The molecule is N#Cc1ccc(N=C(NCC(=O)O)Nc2ccc3ccccc3c2)cc1. The result is 0 (inactive). (5) The compound is Clc1cc(Cl)c2c(Cl)cc(Cl)c3c2c1N=S=N3. The result is 0 (inactive).